From a dataset of Catalyst prediction with 721,799 reactions and 888 catalyst types from USPTO. Predict which catalyst facilitates the given reaction. (1) Reactant: [CH3:13][C:12]([O:11][C:9](O[C:9]([O:11][C:12]([CH3:15])([CH3:14])[CH3:13])=[O:10])=[O:10])([CH3:15])[CH3:14].Cl.[NH2:17][CH2:18][C:19]1[CH:24]=[C:23]([F:25])[CH:22]=[CH:21][C:20]=1[NH2:26].C([O-])(O)=O.[Na+]. Product: [C:12]([O:11][C:9](=[O:10])[NH:17][CH2:18][C:19]1[CH:24]=[C:23]([F:25])[CH:22]=[CH:21][C:20]=1[NH2:26])([CH3:13])([CH3:14])[CH3:15]. The catalyst class is: 440. (2) Reactant: [N+:1]([O-:4])(O)=[O:2].[CH3:5][C:6]1([CH3:16])[O:10][B:9]([OH:11])[C:8]2[CH:12]=[CH:13][CH:14]=[CH:15][C:7]1=2. Product: [CH3:5][C:6]1([CH3:16])[O:10][B:9]([OH:11])[C:8]2[CH:12]=[C:13]([N+:1]([O-:4])=[O:2])[CH:14]=[CH:15][C:7]1=2. The catalyst class is: 53. (3) Product: [Cl:19][C:20]1[CH:27]=[CH:26][C:23]([CH2:24][NH:25][C:28]([C:13]2[CH:14]=[CH:15][C:18]3[C:13](=[C:14]([N:10]4[CH2:4][CH2:3][N:2]([CH3:1])[CH2:7][CH2:6]4)[CH:15]=[CH:16][CH:17]=3)[CH:18]=2)=[O:31])=[CH:22][CH:21]=1. Reactant: [CH3:1][N:2]1[CH2:7][CH2:6]O[CH2:4][CH2:3]1.O.O[N:10]1[C:14]2[CH:15]=[CH:16][CH:17]=[CH:18][C:13]=2N=N1.[Cl:19][C:20]1[CH:27]=[CH:26][C:23]([CH2:24][NH2:25])=[CH:22][CH:21]=1.[C:28](=[O:31])([O-])[O-].[Na+].[Na+]. The catalyst class is: 232. (4) The catalyst class is: 5. Product: [Na+:40].[Cl:1][C:2]1[CH:3]=[C:4]2[C:9](=[CH:10][C:11]=1[O:12][C:13]1[CH:14]=[CH:15][C:16]([C:19](=[O:34])[NH:20][CH2:21][CH2:22][C:23]3[C:24]([O:32][CH3:33])=[N:25][C:26]([CH:29]4[CH2:31][CH2:30]4)=[CH:27][CH:28]=3)=[CH:17][CH:18]=1)[O:8][CH2:7][CH2:6][CH:5]2[C:35]([O-:37])=[O:36]. Reactant: [Cl:1][C:2]1[CH:3]=[C:4]2[C:9](=[CH:10][C:11]=1[O:12][C:13]1[CH:18]=[CH:17][C:16]([C:19](=[O:34])[NH:20][CH2:21][CH2:22][C:23]3[C:24]([O:32][CH3:33])=[N:25][C:26]([CH:29]4[CH2:31][CH2:30]4)=[CH:27][CH:28]=3)=[CH:15][CH:14]=1)[O:8][CH2:7][CH2:6][CH:5]2[C:35]([OH:37])=[O:36].C[O-].[Na+:40]. (5) Reactant: [CH3:1][C:2]1[C:3]([NH2:11])=[C:4]([CH:8]=[CH:9][CH:10]=1)[C:5]([OH:7])=O.[C:12]1([N:18]=[C:19]=[S:20])[CH:17]=[CH:16][CH:15]=[CH:14][CH:13]=1. Product: [CH3:1][C:2]1[CH:10]=[CH:9][CH:8]=[C:4]2[C:3]=1[N:11]=[C:19]([SH:20])[N:18]([C:12]1[CH:17]=[CH:16][CH:15]=[CH:14][CH:13]=1)[C:5]2=[O:7]. The catalyst class is: 8. (6) Reactant: [Cl:1][C:2]1[CH:3]=[N:4][CH:5]=[C:6]([Cl:8])[CH:7]=1.[Li+].CC([N-]C(C)C)C.[CH3:17][O:18]C=O.C([O-])(O)=O.[Na+]. Product: [Cl:1][C:2]1[CH:3]=[N:4][CH:5]=[C:6]([Cl:8])[C:7]=1[CH:17]=[O:18]. The catalyst class is: 1. (7) The catalyst class is: 2. Reactant: [CH2:1]([C:3]([C:16]1[CH:29]=[CH:28][C:19]([O:20][CH2:21][C:22](=[O:27])[C:23]([CH3:26])([CH3:25])[CH3:24])=[C:18]([CH3:30])[CH:17]=1)([C:6]1[S:10][C:9]2[CH:11]=[CH:12][C:13]([OH:15])=[CH:14][C:8]=2[CH:7]=1)[CH2:4][CH3:5])[CH3:2].CCN(CC)CC.[CH3:38][S:39](Cl)(=[O:41])=[O:40]. Product: [CH3:26][C:23]([CH3:25])([CH3:24])[C:22](=[O:27])[CH2:21][O:20][C:19]1[CH:28]=[CH:29][C:16]([C:3]([C:6]2[S:10][C:9]3[CH:11]=[CH:12][C:13]([O:15][S:39]([CH3:38])(=[O:41])=[O:40])=[CH:14][C:8]=3[CH:7]=2)([CH2:4][CH3:5])[CH2:1][CH3:2])=[CH:17][C:18]=1[CH3:30]. (8) Reactant: C1(P(C2CCCCC2)C2C=CC=CC=2C2C=CC=CC=2)CCCCC1.[CH3:26][O:27][C:28]1[CH:29]=[C:30]([NH2:40])[CH:31]=[CH:32][C:33]=1[N:34]1[CH:38]=[C:37]([CH3:39])[N:36]=[CH:35]1.Cl[C:42]1[N:47]=[C:46]([O:48][C:49]2[CH:54]=[CH:53][C:52]([F:55])=[CH:51][CH:50]=2)[CH:45]=[C:44]([CH3:56])[N:43]=1.ClCCl. Product: [F:55][C:52]1[CH:53]=[CH:54][C:49]([O:48][C:46]2[CH:45]=[C:44]([CH3:56])[N:43]=[C:42]([NH:40][C:30]3[CH:31]=[CH:32][C:33]([N:34]4[CH:38]=[C:37]([CH3:39])[N:36]=[CH:35]4)=[C:28]([O:27][CH3:26])[CH:29]=3)[N:47]=2)=[CH:50][CH:51]=1. The catalyst class is: 160. (9) Reactant: [CH3:1][O:2][C:3](=[O:16])[C:4]1[CH:9]=[C:8]([OH:10])[CH:7]=[CH:6][C:5]=1[NH:11][C:12](=[O:15])[CH2:13][CH3:14].C(=O)([O-])[O-].[K+].[K+].F[C:24]1[CH:29]=[CH:28][CH:27]=[CH:26][C:25]=1[N+:30]([O-:32])=[O:31].O. Product: [CH3:1][O:2][C:3](=[O:16])[C:4]1[CH:9]=[C:8]([O:10][C:24]2[CH:29]=[CH:28][CH:27]=[CH:26][C:25]=2[N+:30]([O-:32])=[O:31])[CH:7]=[CH:6][C:5]=1[NH:11][C:12](=[O:15])[CH2:13][CH3:14]. The catalyst class is: 3.